This data is from Catalyst prediction with 721,799 reactions and 888 catalyst types from USPTO. The task is: Predict which catalyst facilitates the given reaction. (1) Reactant: [Cl:1][C:2]1[C:6]([Cl:7])=[C:5]([CH3:8])[NH:4][C:3]=1[C:9]([NH:11][C@@H:12]1[CH2:17][CH2:16][N:15]([C:18]2[S:19][C:20]([C:35]([O:37]C)=[O:36])=[C:21]([C:23]3[N:28]=[C:27]([N:29]4[CH2:34][CH2:33][CH2:32][CH2:31][CH2:30]4)[CH:26]=[CH:25][N:24]=3)[N:22]=2)[CH2:14][C@@H:13]1[O:39][CH3:40])=[O:10].[OH-].[Li+]. Product: [Cl:1][C:2]1[C:6]([Cl:7])=[C:5]([CH3:8])[NH:4][C:3]=1[C:9]([NH:11][C@@H:12]1[CH2:17][CH2:16][N:15]([C:18]2[S:19][C:20]([C:35]([OH:37])=[O:36])=[C:21]([C:23]3[N:28]=[C:27]([N:29]4[CH2:30][CH2:31][CH2:32][CH2:33][CH2:34]4)[CH:26]=[CH:25][N:24]=3)[N:22]=2)[CH2:14][C@@H:13]1[O:39][CH3:40])=[O:10]. The catalyst class is: 30. (2) Reactant: [Cl:1][C:2]1[N:10]=[C:9]2[C:5]([N:6]([CH2:21][C@H:22]3[CH2:27][CH2:26][C@H:25]([CH3:28])[CH2:24][CH2:23]3)[C:7]([C:11]3([C:15]4[CH:20]=[CH:19][CH:18]=[CH:17][CH:16]=4)[CH2:14][CH2:13][CH2:12]3)=[N:8]2)=[C:4](Cl)[N:3]=1.[Cl:30][C:31]1[CH:32]=[C:33](B(O)O)[CH:34]=[N:35][CH:36]=1.C(=O)([O-])[O-].[Cs+].[Cs+]. Product: [Cl:1][C:2]1[N:10]=[C:9]2[C:5]([N:6]([CH2:21][C@H:22]3[CH2:27][CH2:26][C@H:25]([CH3:28])[CH2:24][CH2:23]3)[C:7]([C:11]3([C:15]4[CH:16]=[CH:17][CH:18]=[CH:19][CH:20]=4)[CH2:12][CH2:13][CH2:14]3)=[N:8]2)=[C:4]([C:33]2[CH:34]=[N:35][CH:36]=[C:31]([Cl:30])[CH:32]=2)[N:3]=1. The catalyst class is: 294. (3) Reactant: [CH2:1]([O:6][C:7]1[CH:12]=[CH:11][C:10]([S:13]([NH:16][C@H:17]([C:21]([OH:23])=O)[CH:18]([CH3:20])[CH3:19])(=[O:15])=[O:14])=[CH:9][CH:8]=1)[CH:2]=[C:3]=[CH:4][CH3:5].[OH:24][N:25]1C2C=CC=CC=2N=N1.Cl.CN(C)CCCN=C=NCC.CN1CCOCC1.NO. Product: [OH:24][NH:25][C:21](=[O:23])[CH:17]([NH:16][S:13]([C:10]1[CH:11]=[CH:12][C:7]([O:6][CH2:1][CH:2]=[C:3]=[CH:4][CH3:5])=[CH:8][CH:9]=1)(=[O:15])=[O:14])[CH:18]([CH3:20])[CH3:19]. The catalyst class is: 9. (4) Reactant: [O:1]1[C:9]2[C:4](=[N:5][CH:6]=[C:7]([OH:10])[CH:8]=2)[O:3][CH2:2]1.C([Mg]Cl)(C)C.[F:16][C:17]([F:36])([F:35])[C:18]1[O:22][C:21]([CH2:23][N:24]2[C:32]3[C:27](=[CH:28][CH:29]=[CH:30][CH:31]=3)[C:26](=[O:33])[C:25]2=[O:34])=[CH:20][CH:19]=1. Product: [OH:33][C:26]1([C:6]2[N:5]=[C:4]3[O:3][CH2:2][O:1][C:9]3=[CH:8][C:7]=2[OH:10])[C:27]2[C:32](=[CH:31][CH:30]=[CH:29][CH:28]=2)[N:24]([CH2:23][C:21]2[O:22][C:18]([C:17]([F:35])([F:16])[F:36])=[CH:19][CH:20]=2)[C:25]1=[O:34]. The catalyst class is: 7. (5) Reactant: [NH2:1][C:2]([C:4]1[O:5][C:6]2[CH:27]=[CH:26][C:25]([Br:28])=[CH:24][C:7]=2[C:8]=1[NH:9][C:10]([C@@H:12]1[CH2:16][CH2:15][CH2:14][N:13]1C(OC(C)(C)C)=O)=[O:11])=[O:3].[ClH:29]. Product: [ClH:29].[NH2:1][C:2]([C:4]1[O:5][C:6]2[CH:27]=[CH:26][C:25]([Br:28])=[CH:24][C:7]=2[C:8]=1[NH:9][C:10](=[O:11])[C@@H:12]1[CH2:16][CH2:15][CH2:14][NH:13]1)=[O:3]. The catalyst class is: 12. (6) Reactant: [C:1]1([C:7]2[S:11][C:10]([NH:12][C:13](=[O:18])[CH2:14][C:15]([OH:17])=O)=[N:9][CH:8]=2)[CH:6]=[CH:5][CH:4]=[CH:3][CH:2]=1.CCN(C(C)C)C(C)C.C1C=CC2N(O)N=NC=2C=1.CCN=C=NCCCN(C)C.Cl.Cl.Cl.[Cl:52][C:53]1[CH:58]=[CH:57][CH:56]=[CH:55][C:54]=1[NH:59][CH:60]1[CH2:65][CH2:64][NH:63][CH2:62][CH2:61]1. Product: [Cl:52][C:53]1[CH:58]=[CH:57][CH:56]=[CH:55][C:54]=1[NH:59][CH:60]1[CH2:65][CH2:64][N:63]([C:15](=[O:17])[CH2:14][C:13]([NH:12][C:10]2[S:11][C:7]([C:1]3[CH:2]=[CH:3][CH:4]=[CH:5][CH:6]=3)=[CH:8][N:9]=2)=[O:18])[CH2:62][CH2:61]1. The catalyst class is: 18.